This data is from Full USPTO retrosynthesis dataset with 1.9M reactions from patents (1976-2016). The task is: Predict the reactants needed to synthesize the given product. Given the product [Cl:1][C:2]1[CH:3]=[C:4]([C@@H:12]([CH2:31][CH:32]2[CH2:33][CH2:34][CH2:35][CH2:36]2)[C:13]([NH:15][C:16]2[CH:20]=[CH:19][N:18]([CH2:21][C:22]3[CH:23]=[C:24]([CH:28]=[CH:29][CH:30]=3)[C:25]([Cl:40])=[O:27])[N:17]=2)=[O:14])[CH:5]=[CH:6][C:7]=1[S:8]([CH3:11])(=[O:10])=[O:9], predict the reactants needed to synthesize it. The reactants are: [Cl:1][C:2]1[CH:3]=[C:4]([C@@H:12]([CH2:31][CH:32]2[CH2:36][CH2:35][CH2:34][CH2:33]2)[C:13]([NH:15][C:16]2[CH:20]=[CH:19][N:18]([CH2:21][C:22]3[CH:23]=[C:24]([CH:28]=[CH:29][CH:30]=3)[C:25]([OH:27])=O)[N:17]=2)=[O:14])[CH:5]=[CH:6][C:7]=1[S:8]([CH3:11])(=[O:10])=[O:9].C(Cl)(=O)C([Cl:40])=O.N1C(C)=CC=CC=1C.